From a dataset of Full USPTO retrosynthesis dataset with 1.9M reactions from patents (1976-2016). Predict the reactants needed to synthesize the given product. (1) Given the product [CH3:26][C:24]1[CH:25]=[C:20]([N:29]([CH3:28])[CH:30]=[O:31])[CH:21]=[C:22]([CH3:27])[CH:23]=1, predict the reactants needed to synthesize it. The reactants are: [O-]P([O-])([O-])=O.[K+].[K+].[K+].CN(C)P(N(C)C)N(C)C.I[C:20]1[CH:21]=[C:22]([CH3:27])[CH:23]=[C:24]([CH3:26])[CH:25]=1.[CH3:28][NH:29][CH:30]=[O:31].CCCCCCCCCCCC. (2) Given the product [Cl:12][C:13]1[CH:14]=[C:15]([C:23]2[O:27][N:26]=[C:25]([C:3]3[CH:2]=[CH:1][CH:11]=[C:10]4[C:4]=3[CH:53]=[N:55][N:9]4[C:39]3([CH2:41][C:42]([O:44][CH2:45][CH3:46])=[O:43])[CH2:40][O:37][CH2:38]3)[N:24]=2)[CH:16]=[CH:17][C:18]=1[O:19][CH:20]([CH3:22])[CH3:21], predict the reactants needed to synthesize it. The reactants are: [CH2:1]1[CH2:11][CH2:10][N:9]2[C:4](=NCCC2)[CH2:3][CH2:2]1.[Cl:12][C:13]1[CH:14]=[C:15]([C:23]2[O:27][N:26]=[C:25](C3C=C4C(=CC=3)NN=C4)[N:24]=2)[CH:16]=[CH:17][C:18]=1[O:19][CH:20]([CH3:22])[CH3:21].[O:37]1[CH2:40][C:39](=[CH:41][C:42]([O:44][CH2:45][CH3:46])=[O:43])[CH2:38]1.C(OCC)(=O)C.[C:53](#[N:55])C. (3) Given the product [Cl:29][C:26]1[CH:25]=[CH:24][C:23]([C:3]2[C:2]([C:33]3[CH:34]=[CH:35][CH:36]=[CH:37][C:32]=3[O:31][CH3:30])=[CH:7][N:6]3[C:8]([CH2:11][C:12]4[C:13]([CH3:22])=[N:14][C:15]([C:18]([F:21])([F:19])[F:20])=[CH:16][CH:17]=4)=[N:9][N:10]=[C:5]3[CH:4]=2)=[CH:28][CH:27]=1, predict the reactants needed to synthesize it. The reactants are: Br[C:2]1[C:3]([C:23]2[CH:28]=[CH:27][C:26]([Cl:29])=[CH:25][CH:24]=2)=[CH:4][C:5]2[N:6]([C:8]([CH2:11][C:12]3[C:13]([CH3:22])=[N:14][C:15]([C:18]([F:21])([F:20])[F:19])=[CH:16][CH:17]=3)=[N:9][N:10]=2)[CH:7]=1.[CH3:30][O:31][C:32]1[CH:37]=[CH:36][CH:35]=[CH:34][C:33]=1B(O)O.C([O-])([O-])=O.[K+].[K+].ClC1C=CC(C2C(C3C=CC(Cl)=CC=3Cl)=CN3C(CC4C=NC(C(F)(F)F)=CC=4)=NN=C3C=2)=CC=1. (4) Given the product [CH3:1][N:2]1[CH2:30][CH2:29][C:5]2[N:6]([CH2:14][CH:15]([C:23]3[CH:28]=[CH:27][N:26]=[CH:25][CH:24]=3)[CH2:16][CH:17]([OH:22])[C:18]([CH3:21])([CH3:20])[CH3:19])[C:7]3[CH:8]=[CH:9][C:10]([CH3:13])=[CH:11][C:12]=3[C:4]=2[CH2:3]1, predict the reactants needed to synthesize it. The reactants are: [CH3:1][N:2]1[CH2:30][CH2:29][C:5]2[N:6]([CH2:14][CH:15]([C:23]3[CH:28]=[CH:27][N:26]=[CH:25][CH:24]=3)[CH2:16][C:17](=[O:22])[C:18]([CH3:21])([CH3:20])[CH3:19])[C:7]3[CH:8]=[CH:9][C:10]([CH3:13])=[CH:11][C:12]=3[C:4]=2[CH2:3]1.[BH4-].[Na+]. (5) The reactants are: [CH3:1][O:2][C:3]1[C:4]([C:13]#[N:14])=[CH:5][C:6]2[NH:10][C:9](=O)[NH:8][C:7]=2[CH:12]=1.O=P(Cl)(Cl)[Cl:17]. Given the product [Cl:17][C:9]1[NH:8][C:7]2[CH:12]=[C:3]([O:2][CH3:1])[C:4]([C:13]#[N:14])=[CH:5][C:6]=2[N:10]=1, predict the reactants needed to synthesize it. (6) The reactants are: [F:1][C:2]1[CH:11]=[C:10]2[C:5]([CH:6]=[C:7]([C:13]#[C:14][Si](C)(C)C)[C:8](=[O:12])[O:9]2)=[CH:4][CH:3]=1.C([O-])([O-])=O.[K+].[K+].[NH4+].[Cl-]. Given the product [C:13]([C:7]1[C:8](=[O:12])[O:9][C:10]2[C:5]([CH:6]=1)=[CH:4][CH:3]=[C:2]([F:1])[CH:11]=2)#[CH:14], predict the reactants needed to synthesize it.